Task: Predict the product of the given reaction.. Dataset: Forward reaction prediction with 1.9M reactions from USPTO patents (1976-2016) (1) Given the reactants [H-].[Na+].Cl[C:4]1[C:9]([CH:10]([NH:12][CH2:13][CH:14]([OH:20])[CH2:15][C:16]([F:19])([F:18])[F:17])[CH3:11])=[CH:8][CH:7]=[C:6]([Cl:21])[N:5]=1, predict the reaction product. The product is: [Cl:21][C:6]1[CH:7]=[CH:8][C:9]2[CH:10]([CH3:11])[NH:12][CH2:13][CH:14]([CH2:15][C:16]([F:19])([F:18])[F:17])[O:20][C:4]=2[N:5]=1. (2) Given the reactants Br[C:2]1[CH:3]=[CH:4][C:5]([F:8])=[N:6][CH:7]=1.[CH:9]([B-](F)(F)F)=[CH2:10].[K+].C(=O)([O-])[O-].[Cs+].[Cs+], predict the reaction product. The product is: [F:8][C:5]1[CH:4]=[CH:3][C:2]([CH:9]=[CH2:10])=[CH:7][N:6]=1.